From a dataset of Catalyst prediction with 721,799 reactions and 888 catalyst types from USPTO. Predict which catalyst facilitates the given reaction. (1) Reactant: [C:1]([O:5][C:6]([N:8]1[C:16]2[C:11](=[CH:12][CH:13]=[CH:14][C:15]=2[N:17]2[CH2:22][CH2:21][N:20]([C:23]([O:25][C:26]([CH3:29])([CH3:28])[CH3:27])=[O:24])[CH2:19][CH2:18]2)[CH:10]=[CH:9]1)=[O:7])([CH3:4])([CH3:3])[CH3:2].[Li]C(C)(C)C.[C:35]1([S:41][S:41][C:35]2[CH:40]=[CH:39][CH:38]=[CH:37][CH:36]=2)[CH:40]=[CH:39][CH:38]=[CH:37][CH:36]=1. Product: [C:1]([O:5][C:6]([N:8]1[C:16]2[C:11](=[CH:12][CH:13]=[CH:14][C:15]=2[N:17]2[CH2:18][CH2:19][N:20]([C:23]([O:25][C:26]([CH3:29])([CH3:28])[CH3:27])=[O:24])[CH2:21][CH2:22]2)[CH:10]=[C:9]1[S:41][C:35]1[CH:40]=[CH:39][CH:38]=[CH:37][CH:36]=1)=[O:7])([CH3:4])([CH3:3])[CH3:2]. The catalyst class is: 1. (2) Reactant: COC1C=CC(C[N:8](CC2C=CC(OC)=CC=2)[C:9]2[N:14]=[CH:13][C:12]([C:15]3[C:16]4[CH2:29][CH2:28][N:27]([C:30]5[CH:38]=[CH:37][C:33]([C:34]([OH:36])=O)=[CH:32][C:31]=5[F:39])[C:17]=4[N:18]=[C:19]([N:21]4[CH2:26][CH2:25][O:24][CH2:23][CH2:22]4)[N:20]=3)=[CH:11][N:10]=2)=CC=1.C1C=CC2N(O)N=NC=2C=1.[NH:61]1[CH2:66][CH2:65][O:64][CH2:63][CH2:62]1. Product: [NH2:8][C:9]1[N:10]=[CH:11][C:12]([C:15]2[C:16]3[CH2:29][CH2:28][N:27]([C:30]4[CH:38]=[CH:37][C:33]([C:34]([N:61]5[CH2:66][CH2:65][O:64][CH2:63][CH2:62]5)=[O:36])=[CH:32][C:31]=4[F:39])[C:17]=3[N:18]=[C:19]([N:21]3[CH2:22][CH2:23][O:24][CH2:25][CH2:26]3)[N:20]=2)=[CH:13][N:14]=1. The catalyst class is: 4.